This data is from Peptide-MHC class II binding affinity with 134,281 pairs from IEDB. The task is: Regression. Given a peptide amino acid sequence and an MHC pseudo amino acid sequence, predict their binding affinity value. This is MHC class II binding data. The peptide sequence is EEREVLMWKFDSALARKH. The MHC is DRB1_0901 with pseudo-sequence DRB1_0901. The binding affinity (normalized) is 0.511.